Dataset: Forward reaction prediction with 1.9M reactions from USPTO patents (1976-2016). Task: Predict the product of the given reaction. (1) Given the reactants [F:1][C:2]([F:33])([F:32])[C:3]1([CH2:7][N:8]2[CH2:13][CH2:12][CH:11]([CH2:14][O:15][C:16]3[CH:21]=[CH:20][C:19]([C:22]4[CH:27]=[CH:26][C:25]([C:28]([O:30]C)=[O:29])=[CH:24][CH:23]=4)=[CH:18][CH:17]=3)[CH2:10][CH2:9]2)[CH2:6][CH2:5][CH2:4]1.CO.O.[Li+].[OH-], predict the reaction product. The product is: [F:33][C:2]([F:1])([F:32])[C:3]1([CH2:7][N:8]2[CH2:13][CH2:12][CH:11]([CH2:14][O:15][C:16]3[CH:21]=[CH:20][C:19]([C:22]4[CH:23]=[CH:24][C:25]([C:28]([OH:30])=[O:29])=[CH:26][CH:27]=4)=[CH:18][CH:17]=3)[CH2:10][CH2:9]2)[CH2:6][CH2:5][CH2:4]1. (2) The product is: [Br:1][C:2]1[C:7]([O:8][C:9]2[CH:14]=[CH:13][C:12]([F:15])=[CH:11][C:10]=2[F:16])=[CH:6][C:5]2[N:17]=[CH:19][NH:18][C:4]=2[CH:3]=1. Given the reactants [Br:1][C:2]1[CH:3]=[C:4]([NH2:18])[C:5]([NH2:17])=[CH:6][C:7]=1[O:8][C:9]1[CH:14]=[CH:13][C:12]([F:15])=[CH:11][C:10]=1[F:16].[CH:19]([O-])([O-])OCC.O.C1(C)C=CC(S(O)(=O)=O)=CC=1, predict the reaction product. (3) Given the reactants [OH-].[Na+].[Br:3][C:4]1[CH:12]=[C:11]([F:13])[CH:10]=[C:9]2[C:5]=1[CH:6]=[CH:7][NH:8]2.[C:14]1([S:20](Cl)(=[O:22])=[O:21])[CH:19]=[CH:18][CH:17]=[CH:16][CH:15]=1, predict the reaction product. The product is: [Br:3][C:4]1[CH:12]=[C:11]([F:13])[CH:10]=[C:9]2[C:5]=1[CH:6]=[CH:7][N:8]2[S:20]([C:14]1[CH:19]=[CH:18][CH:17]=[CH:16][CH:15]=1)(=[O:22])=[O:21].